This data is from NCI-60 drug combinations with 297,098 pairs across 59 cell lines. The task is: Regression. Given two drug SMILES strings and cell line genomic features, predict the synergy score measuring deviation from expected non-interaction effect. (1) Drug 1: CC1OCC2C(O1)C(C(C(O2)OC3C4COC(=O)C4C(C5=CC6=C(C=C35)OCO6)C7=CC(=C(C(=C7)OC)O)OC)O)O. Drug 2: CC1=C(C(=O)C2=C(C1=O)N3CC4C(C3(C2COC(=O)N)OC)N4)N. Cell line: SNB-75. Synergy scores: CSS=52.5, Synergy_ZIP=-0.556, Synergy_Bliss=2.66, Synergy_Loewe=2.58, Synergy_HSA=5.57. (2) Cell line: A498. Drug 2: C1=CC(=CC=C1CCCC(=O)O)N(CCCl)CCCl. Synergy scores: CSS=28.2, Synergy_ZIP=-6.93, Synergy_Bliss=-0.974, Synergy_Loewe=-1.58, Synergy_HSA=-0.169. Drug 1: CS(=O)(=O)C1=CC(=C(C=C1)C(=O)NC2=CC(=C(C=C2)Cl)C3=CC=CC=N3)Cl.